Dataset: Reaction yield outcomes from USPTO patents with 853,638 reactions. Task: Predict the reaction yield, written as a fraction of the theoretical maximum amount of product (1.0 means a 100% yield; for example, 0.34 means a 34% yield). (1) The reactants are [Cl:1][C:2]1[CH:21]=[CH:20][C:5]([C:6]([NH:8][C:9](=S)[NH:10][C:11]2[CH:16]=[C:15]([F:17])[CH:14]=[C:13]([Cl:18])[CH:12]=2)=[O:7])=[CH:4][CH:3]=1.[F:22][C:23]([F:31])([F:30])[C:24]1[NH:28][N:27]=[C:26]([NH2:29])[CH:25]=1.CN(C)CCCN=C=NCC. The catalyst is CC(OC)(C)C.[Cl-].[Na+]. The product is [Cl:1][C:2]1[CH:21]=[CH:20][C:5]([C:6]([N:8]=[C:9]([NH:10][C:11]2[CH:16]=[C:15]([F:17])[CH:14]=[C:13]([Cl:18])[CH:12]=2)[NH:29][C:26]2[CH:25]=[C:24]([C:23]([F:31])([F:30])[F:22])[NH:28][N:27]=2)=[O:7])=[CH:4][CH:3]=1. The yield is 0.570. (2) The reactants are [NH2:1][C:2]1[N:7]=[CH:6][N:5]=[C:4]2[N:8]([CH2:25][C@@H:26]([NH:28][C:29](=[O:33])[CH2:30][C:31]#[N:32])[CH3:27])[N:9]=[C:10]([C:11]3[CH:16]=[CH:15][C:14]([O:17][C:18]4[CH:23]=[CH:22][CH:21]=[CH:20][CH:19]=4)=[CH:13][C:12]=3[F:24])[C:3]=12.[CH3:34][CH:35]([CH3:38])[CH:36]=O.N1CCCCC1. The catalyst is CO. The product is [NH2:1][C:2]1[N:7]=[CH:6][N:5]=[C:4]2[N:8]([CH2:25][C@@H:26]([NH:28][C:29](=[O:33])[C:30]([C:31]#[N:32])=[CH:34][CH:35]([CH3:38])[CH3:36])[CH3:27])[N:9]=[C:10]([C:11]3[CH:16]=[CH:15][C:14]([O:17][C:18]4[CH:19]=[CH:20][CH:21]=[CH:22][CH:23]=4)=[CH:13][C:12]=3[F:24])[C:3]=12. The yield is 0.170. (3) The reactants are COCCOC.Br[C:8]1[CH:13]=[CH:12][C:11]2[O:14][CH2:15][O:16][C:10]=2[CH:9]=1.C([Li])CCC.[CH2:22]([N:25]1[C@H:29]([CH2:30][CH2:31][CH3:32])[CH2:28]OS1(=O)=O)[CH2:23][CH3:24]. The catalyst is O1CCCC1.O.CCCCCC. The product is [CH2:15]1[O:14][C:11]2[CH:12]=[CH:13][C:8]([CH2:28][C@H:29]([NH:25][CH2:22][CH2:23][CH3:24])[CH2:30][CH2:31][CH3:32])=[CH:9][C:10]=2[O:16]1. The yield is 0.470. (4) The reactants are [CH3:1][O:2][C:3]1[C:4]([O:30][CH2:31][C@H:32]2[CH2:36][CH2:35][CH2:34][N:33]2C(OC(C)(C)C)=O)=[CH:5][C:6]2[NH:12][C:11]3[CH:13]=[C:14]([C:17]4[CH:22]=[CH:21][C:20]([N+:23]([O-:25])=[O:24])=[C:19]([O:26][CH3:27])[CH:18]=4)[CH:15]=[CH:16][C:10]=3[C:9](=[O:28])[NH:8][C:7]=2[CH:29]=1.Cl.O1CCOCC1. The catalyst is CO. The product is [CH3:1][O:2][C:3]1[C:4]([O:30][CH2:31][C@H:32]2[CH2:36][CH2:35][CH2:34][NH:33]2)=[CH:5][C:6]2[NH:12][C:11]3[CH:13]=[C:14]([C:17]4[CH:22]=[CH:21][C:20]([N+:23]([O-:25])=[O:24])=[C:19]([O:26][CH3:27])[CH:18]=4)[CH:15]=[CH:16][C:10]=3[C:9](=[O:28])[NH:8][C:7]=2[CH:29]=1. The yield is 0.0900. (5) The reactants are Cl[C:2]1[C:3]([Cl:9])=[N:4][C:5]([Cl:8])=[N:6][CH:7]=1.[CH3:10][O:11][C:12]1[CH:13]=[C:14](B(O)O)[CH:15]=[CH:16][CH:17]=1.C(O)C.C(=O)(O)[O-].[Na+]. The catalyst is C1(C)C=CC=CC=1. The product is [Cl:8][C:5]1[N:4]=[C:3]([Cl:9])[CH:2]=[C:7]([C:16]2[CH:15]=[CH:14][CH:13]=[C:12]([O:11][CH3:10])[CH:17]=2)[N:6]=1. The yield is 0.654. (6) The reactants are [Cl:1][C:2]1[NH:3][C:4]([Cl:11])=[C:5]2[C:9]([N:10]=1)=[N:8][CH:7]=[N:6]2.[H-].[Na+].Br[CH2:15][C:16]([O:18][CH2:19][CH3:20])=[O:17].C([O-])(O)=O.[Na+]. The catalyst is C1COCC1. The product is [Cl:1][C:2]1[N:10]=[C:9]2[C:5]([N:6]=[CH:7][N:8]2[CH2:15][C:16]([O:18][CH2:19][CH3:20])=[O:17])=[C:4]([Cl:11])[N:3]=1. The yield is 0.530. (7) The reactants are N1C=CC=CC=1.[NH2:7][C:8]1[CH:13]=[C:12]([CH2:14][C:15]2[C:20]([Cl:21])=[CH:19][CH:18]=[CH:17][C:16]=2[Cl:22])[N:11]=[C:10]([NH:23][C:24]2[CH:31]=[CH:30][C:27]([C:28]#[N:29])=[CH:26][CH:25]=2)[N:9]=1.[Cl:32][CH2:33][C:34](Cl)=[O:35]. The catalyst is C(Cl)Cl. The product is [Cl:32][CH2:33][C:34]([NH:7][C:8]1[CH:13]=[C:12]([CH2:14][C:15]2[C:20]([Cl:21])=[CH:19][CH:18]=[CH:17][C:16]=2[Cl:22])[N:11]=[C:10]([NH:23][C:24]2[CH:25]=[CH:26][C:27]([C:28]#[N:29])=[CH:30][CH:31]=2)[N:9]=1)=[O:35]. The yield is 0.365. (8) The reactants are N[C:2]1[CH:3]=[C:4]2[C:9](=[CH:10][CH:11]=1)[C:8](=[O:12])[CH2:7][CH2:6][CH2:5]2.N([O-])=O.[Na+].[BrH:17]. The catalyst is O. The product is [Br:17][C:2]1[CH:3]=[C:4]2[C:9](=[CH:10][CH:11]=1)[C:8](=[O:12])[CH2:7][CH2:6][CH2:5]2. The yield is 0.660. (9) The reactants are [C:1]([N:4]1[C:13]2[C:8](=[CH:9][C:10]([C:14]3[CH:23]=[CH:22][C:17]([C:18]([O:20]C)=[O:19])=[CH:16][N:15]=3)=[CH:11][CH:12]=2)[C@H:7]([NH:24][C:25]2[CH:30]=[CH:29][C:28]([C:31]#[N:32])=[CH:27][N:26]=2)[CH2:6][C@@H:5]1[CH3:33])(=[O:3])[CH3:2].[OH-].[Li+].C(O)(=O)C. The catalyst is C(O)C. The product is [C:1]([N:4]1[C:13]2[C:8](=[CH:9][C:10]([C:14]3[CH:23]=[CH:22][C:17]([C:18]([OH:20])=[O:19])=[CH:16][N:15]=3)=[CH:11][CH:12]=2)[C@H:7]([NH:24][C:25]2[CH:30]=[CH:29][C:28]([C:31]#[N:32])=[CH:27][N:26]=2)[CH2:6][C@@H:5]1[CH3:33])(=[O:3])[CH3:2]. The yield is 0.750.